Dataset: Forward reaction prediction with 1.9M reactions from USPTO patents (1976-2016). Task: Predict the product of the given reaction. Given the reactants [CH3:1][N:2](C=O)C.P(Cl)(Cl)(Cl)=O.[F:11][C:12]1[CH:17]=[C:16]([F:18])[CH:15]=[CH:14][C:13]=1[C:19](=O)[CH2:20][C:21]1[CH:22]=[CH:23][C:24]2[N:25]([C:27]([CH:30]([CH3:32])[CH3:31])=[N:28][N:29]=2)[N:26]=1.Cl.NO.C([O-])(O)=O.[Na+].[NH:42]([CH2:44][CH2:45][OH:46])[NH2:43], predict the reaction product. The product is: [NH2:2][C:1]1[N:42]([CH2:44][CH2:45][OH:46])[N:43]=[C:19]([C:13]2[CH:14]=[CH:15][C:16]([F:18])=[CH:17][C:12]=2[F:11])[C:20]=1[C:21]1[CH:22]=[CH:23][C:24]2[N:25]([C:27]([CH:30]([CH3:32])[CH3:31])=[N:28][N:29]=2)[N:26]=1.